From a dataset of NCI-60 drug combinations with 297,098 pairs across 59 cell lines. Regression. Given two drug SMILES strings and cell line genomic features, predict the synergy score measuring deviation from expected non-interaction effect. (1) Drug 1: CCC(=C(C1=CC=CC=C1)C2=CC=C(C=C2)OCCN(C)C)C3=CC=CC=C3.C(C(=O)O)C(CC(=O)O)(C(=O)O)O. Drug 2: CC1=C(C=C(C=C1)NC(=O)C2=CC=C(C=C2)CN3CCN(CC3)C)NC4=NC=CC(=N4)C5=CN=CC=C5. Cell line: LOX IMVI. Synergy scores: CSS=2.53, Synergy_ZIP=-3.91, Synergy_Bliss=-3.52, Synergy_Loewe=-3.23, Synergy_HSA=-2.87. (2) Drug 1: C1CCC(CC1)NC(=O)N(CCCl)N=O. Drug 2: B(C(CC(C)C)NC(=O)C(CC1=CC=CC=C1)NC(=O)C2=NC=CN=C2)(O)O. Cell line: UACC-257. Synergy scores: CSS=15.6, Synergy_ZIP=1.31, Synergy_Bliss=9.54, Synergy_Loewe=7.06, Synergy_HSA=6.59. (3) Drug 1: CC1=CC=C(C=C1)C2=CC(=NN2C3=CC=C(C=C3)S(=O)(=O)N)C(F)(F)F. Drug 2: CC(C)NC(=O)C1=CC=C(C=C1)CNNC.Cl. Cell line: NCI/ADR-RES. Synergy scores: CSS=0.812, Synergy_ZIP=6.04, Synergy_Bliss=10.5, Synergy_Loewe=-0.517, Synergy_HSA=0.0400. (4) Drug 1: CC1OCC2C(O1)C(C(C(O2)OC3C4COC(=O)C4C(C5=CC6=C(C=C35)OCO6)C7=CC(=C(C(=C7)OC)O)OC)O)O. Drug 2: B(C(CC(C)C)NC(=O)C(CC1=CC=CC=C1)NC(=O)C2=NC=CN=C2)(O)O. Cell line: CAKI-1. Synergy scores: CSS=40.8, Synergy_ZIP=-2.20, Synergy_Bliss=-2.97, Synergy_Loewe=-0.709, Synergy_HSA=-0.915. (5) Drug 1: CCC1(CC2CC(C3=C(CCN(C2)C1)C4=CC=CC=C4N3)(C5=C(C=C6C(=C5)C78CCN9C7C(C=CC9)(C(C(C8N6C)(C(=O)OC)O)OC(=O)C)CC)OC)C(=O)OC)O.OS(=O)(=O)O. Drug 2: C1CN(P(=O)(OC1)NCCCl)CCCl. Cell line: MDA-MB-231. Synergy scores: CSS=-2.46, Synergy_ZIP=-0.0433, Synergy_Bliss=-3.25, Synergy_Loewe=-2.44, Synergy_HSA=-3.61. (6) Drug 1: C1C(C(OC1N2C=NC3=C(N=C(N=C32)Cl)N)CO)O. Drug 2: CC1=C(C(CCC1)(C)C)C=CC(=CC=CC(=CC(=O)O)C)C. Cell line: OVCAR3. Synergy scores: CSS=13.7, Synergy_ZIP=5.70, Synergy_Bliss=10.9, Synergy_Loewe=-3.21, Synergy_HSA=7.45.